Dataset: Full USPTO retrosynthesis dataset with 1.9M reactions from patents (1976-2016). Task: Predict the reactants needed to synthesize the given product. The reactants are: [CH2:1]([NH:8][C:9]1[C:18]2[C:13](=[CH:14][CH:15]=[CH:16][CH:17]=2)[N:12]=[C:11]([N:19]2[CH2:24][CH2:23][N:22](C(OC(C)(C)C)=O)[CH2:21][CH2:20]2)[N:10]=1)[C:2]1[CH:7]=[CH:6][CH:5]=[CH:4][CH:3]=1.C(O)(C(F)(F)F)=O. Given the product [CH2:1]([NH:8][C:9]1[C:18]2[C:13](=[CH:14][CH:15]=[CH:16][CH:17]=2)[N:12]=[C:11]([N:19]2[CH2:24][CH2:23][NH:22][CH2:21][CH2:20]2)[N:10]=1)[C:2]1[CH:3]=[CH:4][CH:5]=[CH:6][CH:7]=1, predict the reactants needed to synthesize it.